Dataset: Full USPTO retrosynthesis dataset with 1.9M reactions from patents (1976-2016). Task: Predict the reactants needed to synthesize the given product. (1) Given the product [NH2:1][C:2]1[N:7]=[C:6]([N:8]2[C:12]3[CH:13]=[C:14]([C:30]#[C:29][C:27]([CH3:28])([OH:31])[CH3:26])[C:15]([F:18])=[CH:16][C:11]=3[N:10]=[CH:9]2)[CH:5]=[CH:4][N:3]=1, predict the reactants needed to synthesize it. The reactants are: [NH2:1][C:2]1[N:7]=[C:6]([N:8]2[C:12]3[C:13](N)=[CH:14][C:15]([F:18])=[C:16](Br)[C:11]=3[N:10]=[CH:9]2)[CH:5]=[CH:4][N:3]=1.N1CCCCC1.[CH3:26][C:27]([OH:31])([C:29]#[CH:30])[CH3:28]. (2) Given the product [CH2:1]([C:3]1[S:35][C:6]2[N:7]([CH2:13][C:14]3[CH:15]=[CH:16][C:17]([C:20]4[CH:25]=[CH:24][CH:23]=[CH:22][C:21]=4[C:26]4[NH:30][C:29](=[O:49])[O:28][N:27]=4)=[CH:18][CH:19]=3)[C:8](=[O:12])[N:9]([CH2:37][C:38]3[C:42]4[CH:43]=[CH:44][C:45]([F:47])=[CH:46][C:41]=4[O:40][N:39]=3)[C:10](=[O:11])[C:5]=2[CH:4]=1)[CH3:2], predict the reactants needed to synthesize it. The reactants are: [CH2:1]([C:3]1[S:35][C:6]2[N:7]([CH2:13][C:14]3[CH:19]=[CH:18][C:17]([C:20]4[CH:25]=[CH:24][CH:23]=[CH:22][C:21]=4[C:26]4[N:30]=[C:29](C(Cl)(Cl)Cl)[O:28][N:27]=4)=[CH:16][CH:15]=3)[C:8](=[O:12])[NH:9][C:10](=[O:11])[C:5]=2[CH:4]=1)[CH3:2].Br[CH2:37][C:38]1[C:42]2[CH:43]=[CH:44][C:45]([F:47])=[CH:46][C:41]=2[O:40][N:39]=1.C(=O)([O-])[O-:49].[K+].[K+]. (3) Given the product [CH3:18][O:19][C:20]1[CH:21]=[C:22]([CH:39]=[CH:40][C:41]=1[O:42][CH3:43])[CH2:23][CH:24]1[C:30]2[CH:31]=[C:32]([O:37][CH3:38])[C:33]([O:35][CH3:36])=[CH:34][C:29]=2[O:28][CH2:27][CH2:26][N:25]1[CH2:2][C:3]([NH:17][CH2:16][C:6]1[C:15]2[C:10](=[CH:11][CH:12]=[CH:13][CH:14]=2)[CH:9]=[CH:8][CH:7]=1)=[O:4], predict the reactants needed to synthesize it. The reactants are: Br[CH2:2][C:3](Br)=[O:4].[C:6]1([CH2:16][NH2:17])[C:15]2[C:10](=[CH:11][CH:12]=[CH:13][CH:14]=2)[CH:9]=[CH:8][CH:7]=1.[CH3:18][O:19][C:20]1[CH:21]=[C:22]([CH:39]=[CH:40][C:41]=1[O:42][CH3:43])[CH2:23][CH:24]1[C:30]2[CH:31]=[C:32]([O:37][CH3:38])[C:33]([O:35][CH3:36])=[CH:34][C:29]=2[O:28][CH2:27][CH2:26][NH:25]1.